This data is from Full USPTO retrosynthesis dataset with 1.9M reactions from patents (1976-2016). The task is: Predict the reactants needed to synthesize the given product. (1) Given the product [F:17][C:15]1[CH:14]=[N:13][C:12]([O:18][C:19]2[CH:24]=[CH:23][CH:22]=[C:21]([S:25][CH3:26])[CH:20]=2)=[C:11]([CH:16]=1)[C:10]([NH:9][C@H:6]1[CH2:7][CH2:8][C@@H:3]([NH:2][C:36](=[O:37])[CH2:35][OH:38])[CH2:4][CH2:5]1)=[O:27], predict the reactants needed to synthesize it. The reactants are: Cl.[NH2:2][C@@H:3]1[CH2:8][CH2:7][C@H:6]([NH:9][C:10](=[O:27])[C:11]2[CH:16]=[C:15]([F:17])[CH:14]=[N:13][C:12]=2[O:18][C:19]2[CH:24]=[CH:23][CH:22]=[C:21]([S:25][CH3:26])[CH:20]=2)[CH2:5][CH2:4]1.C(N(CC)CC)C.[C:35](O)(=[O:38])[CH2:36][OH:37].Cl.CN(C)CCCN=C=NCC.ON1C2C=CC=CC=2N=N1. (2) Given the product [C:53]([NH:2][CH2:3][C:4]1[CH:5]=[C:6]([C@@:11]([NH:33][C:34](=[O:46])[C:35]2[CH:40]=[CH:39][C:38]([F:41])=[C:37]([C:42]([F:45])([F:44])[F:43])[CH:36]=2)([C:19]2[CH:24]=[C:23]([O:25][C:26]([F:31])([F:30])[CH:27]([F:28])[F:29])[CH:22]=[C:21]([F:32])[CH:20]=2)[CH2:12][C:13]2[CH:14]=[CH:15][CH:16]=[CH:17][CH:18]=2)[CH:7]=[CH:8][C:9]=1[F:10])(=[O:55])[CH3:54], predict the reactants needed to synthesize it. The reactants are: Cl.[NH2:2][CH2:3][C:4]1[CH:5]=[C:6]([C@@:11]([NH:33][C:34](=[O:46])[C:35]2[CH:40]=[CH:39][C:38]([F:41])=[C:37]([C:42]([F:45])([F:44])[F:43])[CH:36]=2)([C:19]2[CH:24]=[C:23]([O:25][C:26]([F:31])([F:30])[CH:27]([F:29])[F:28])[CH:22]=[C:21]([F:32])[CH:20]=2)[CH2:12][C:13]2[CH:18]=[CH:17][CH:16]=[CH:15][CH:14]=2)[CH:7]=[CH:8][C:9]=1[F:10].N1C=CC=CC=1.[C:53](OC(=O)C)(=[O:55])[CH3:54].Cl. (3) Given the product [F:43][C:41]([F:42])([F:44])[C:33]1[CH:32]=[C:31]([CH:36]=[C:35]([C:37]([F:39])([F:40])[F:38])[CH:34]=1)[CH2:30][N:28]([CH3:29])[C:27](=[O:45])[C:17]1[C:18]([C:20]2[CH:25]=[CH:24][CH:23]=[CH:22][C:21]=2[CH3:26])=[CH:19][C:14]([N:11]2[CH2:10][CH2:9][NH:8][CH2:13][CH2:12]2)=[N:15][CH:16]=1, predict the reactants needed to synthesize it. The reactants are: C(OC([N:8]1[CH2:13][CH2:12][N:11]([C:14]2[CH:19]=[C:18]([C:20]3[CH:25]=[CH:24][CH:23]=[CH:22][C:21]=3[CH3:26])[C:17]([C:27](=[O:45])[N:28]([CH2:30][C:31]3[CH:36]=[C:35]([C:37]([F:40])([F:39])[F:38])[CH:34]=[C:33]([C:41]([F:44])([F:43])[F:42])[CH:32]=3)[CH3:29])=[CH:16][N:15]=2)[CH2:10][CH2:9]1)=O)(C)(C)C.CO.[OH-].[Na+]. (4) Given the product [Cl:16][S:17]([C:13]1[CH:12]=[CH:11][C:10]([O:9][C:2]([CH3:1])([CH3:8])[C:3]([O:5][CH2:6][CH3:7])=[O:4])=[CH:15][CH:14]=1)(=[O:19])=[O:18], predict the reactants needed to synthesize it. The reactants are: [CH3:1][C:2]([O:9][C:10]1[CH:15]=[CH:14][CH:13]=[CH:12][CH:11]=1)([CH3:8])[C:3]([O:5][CH2:6][CH3:7])=[O:4].[Cl:16][S:17](O)(=[O:19])=[O:18].CN(C=O)C.S(Cl)(Cl)=O. (5) Given the product [Cl:33][C:30]1[CH:31]=[CH:32][C:27]([CH2:26][C:17]2[N:18]=[C:19]([O:22][CH2:23][CH2:24][CH3:25])[C:20]3[N:21]=[C:13]([C:9]4[CH:10]=[C:11]([CH3:12])[C:6]([O:5][CH2:4][CH2:3][CH2:2][N:35]5[CH2:40][CH2:39][O:38][CH2:37][CH2:36]5)=[C:7]([CH3:34])[CH:8]=4)[O:14][C:15]=3[N:16]=2)=[CH:28][CH:29]=1, predict the reactants needed to synthesize it. The reactants are: Br[CH2:2][CH2:3][CH2:4][O:5][C:6]1[C:11]([CH3:12])=[CH:10][C:9]([C:13]2[O:14][C:15]3[N:16]=[C:17]([CH2:26][C:27]4[CH:32]=[CH:31][C:30]([Cl:33])=[CH:29][CH:28]=4)[N:18]=[C:19]([O:22][CH2:23][CH2:24][CH3:25])[C:20]=3[N:21]=2)=[CH:8][C:7]=1[CH3:34].[NH:35]1[CH2:40][CH2:39][O:38][CH2:37][CH2:36]1.C(=O)([O-])[O-].[K+].[K+].